From a dataset of Catalyst prediction with 721,799 reactions and 888 catalyst types from USPTO. Predict which catalyst facilitates the given reaction. (1) Reactant: [NH2:1][CH2:2][CH2:3][N:4]([CH2:15][CH3:16])[CH2:5][CH2:6][O:7][C:8]1[C:9]([F:14])=[N:10][CH:11]=[CH:12][CH:13]=1.C(N(CC)CC)C.[C:24](O[C:24]([O:26][C:27]([CH3:30])([CH3:29])[CH3:28])=[O:25])([O:26][C:27]([CH3:30])([CH3:29])[CH3:28])=[O:25].Cl. Product: [CH2:15]([N:4]([CH2:3][CH2:2][NH:1][C:24](=[O:25])[O:26][C:27]([CH3:30])([CH3:29])[CH3:28])[CH2:5][CH2:6][O:7][C:8]1[C:9]([F:14])=[N:10][CH:11]=[CH:12][CH:13]=1)[CH3:16]. The catalyst class is: 4. (2) Reactant: [NH2:1][C@H:2]([C:7]([OH:9])=[O:8])[CH2:3][C:4]([OH:6])=O.[F:10][C:11]([F:22])([F:21])[C:12](O[C:12](=[O:13])[C:11]([F:22])([F:21])[F:10])=[O:13]. Product: [F:10][C:11]([F:22])([F:21])[C:12]([NH:1][C@@H:2]1[C:7](=[O:8])[O:9][C:4](=[O:6])[CH2:3]1)=[O:13]. The catalyst class is: 55. (3) Product: [C:1]([C:5]1[CH:6]=[C:7]([C:15]([CH3:18])([CH3:17])[CH3:16])[CH:8]=[C:9]([C:11]([CH3:14])([CH3:13])[CH3:12])[C:10]=1[F:20])([CH3:4])([CH3:3])[CH3:2]. Reactant: [C:1]([C:5]1[CH:10]=[C:9]([C:11]([CH3:14])([CH3:13])[CH3:12])[CH:8]=[C:7]([C:15]([CH3:18])([CH3:17])[CH3:16])[CH:6]=1)([CH3:4])([CH3:3])[CH3:2].[B-](F)(F)(F)[F:20].[B-](F)(F)(F)F.C1[N+]2(CCl)CC[N+](F)(CC2)C1.C([O-])([O-])=O.[Na+].[Na+]. The catalyst class is: 10. (4) Reactant: [F:1][B-](F)(F)F.N#[O+].N[C:9]1[CH:10]=[C:11]([CH:15]=[C:16]([N+:18]([O-:20])=[O:19])[CH:17]=1)[C:12]([OH:14])=[O:13].ClC1C=CC=CC=1Cl. Product: [F:1][C:9]1[CH:10]=[C:11]([CH:15]=[C:16]([N+:18]([O-:20])=[O:19])[CH:17]=1)[C:12]([OH:14])=[O:13]. The catalyst class is: 10. (5) Reactant: [H-].[Na+].[CH:3]([S:6]([C:9]1[CH:14]=[CH:13][CH:12]=[CH:11][C:10]=1[NH2:15])(=[O:8])=[O:7])([CH3:5])[CH3:4].[Cl:16][C:17]1[N:22]=[C:21](Cl)[C:20]([CH3:24])=[CH:19][N:18]=1. Product: [Cl:16][C:17]1[N:22]=[C:21]([NH:15][C:10]2[CH:11]=[CH:12][CH:13]=[CH:14][C:9]=2[S:6]([CH:3]([CH3:5])[CH3:4])(=[O:8])=[O:7])[C:20]([CH3:24])=[CH:19][N:18]=1. The catalyst class is: 623. (6) Reactant: I[CH2:2][CH:3]1[CH2:7][C:6]2[CH:8]=[CH:9][CH:10]=[CH:11][C:5]=2[O:4]1.C(=O)([O-])[O-].[K+].[K+].[NH:18]1[CH2:23][CH2:22][NH:21][CH2:20][CH2:19]1. Product: [O:4]1[C:5]2[CH:11]=[CH:10][CH:9]=[CH:8][C:6]=2[CH2:7][CH:3]1[CH2:2][N:18]1[CH2:23][CH2:22][NH:21][CH2:20][CH2:19]1. The catalyst class is: 10. (7) Reactant: [CH3:1][O:2][C:3]1[C:12]2[C:7](=[CH:8][CH:9]=[CH:10][CH:11]=2)[N:6]=[C:5](OS(C(F)(F)F)(=O)=O)[CH:4]=1.[C:21]([O:25][C:26](=[O:38])[NH:27][CH2:28][CH:29]([C:32]1[CH:37]=[CH:36][CH:35]=[CH:34][CH:33]=1)[CH2:30][NH2:31])([CH3:24])([CH3:23])[CH3:22].C(N(C(C)C)CC)(C)C. Product: [C:21]([O:25][C:26](=[O:38])[NH:27][CH2:28][CH:29]([C:32]1[CH:37]=[CH:36][CH:35]=[CH:34][CH:33]=1)[CH2:30][NH:31][C:5]1[CH:4]=[C:3]([O:2][CH3:1])[C:12]2[C:7](=[CH:8][CH:9]=[CH:10][CH:11]=2)[N:6]=1)([CH3:24])([CH3:22])[CH3:23]. The catalyst class is: 10.